Task: Regression/Classification. Given a drug SMILES string, predict its toxicity properties. Task type varies by dataset: regression for continuous values (e.g., LD50, hERG inhibition percentage) or binary classification for toxic/non-toxic outcomes (e.g., AMES mutagenicity, cardiotoxicity, hepatotoxicity). Dataset: ames.. Dataset: Ames mutagenicity test results for genotoxicity prediction (1) The drug is Nc1cc(Cl)cc(C(=O)O)c1Cl. The result is 1 (mutagenic). (2) The drug is CN1CCC=C2c3nc(N)sc3CCC21. The result is 1 (mutagenic). (3) The drug is OC1c2c(cc3ccc4cccc5ccc2c3c45)C2OC2C1O. The result is 1 (mutagenic). (4) The drug is Cc1ccc2cc3ccc4ccccc4c3cc2c1. The result is 1 (mutagenic). (5) The drug is C[C@]12CC[C@H]3c4ccc(O)cc4CC[C@H]3[C@H]1CC[C@@H]2O. The result is 0 (non-mutagenic).